From a dataset of Catalyst prediction with 721,799 reactions and 888 catalyst types from USPTO. Predict which catalyst facilitates the given reaction. (1) Reactant: [OH:1][CH2:2][C:3]([CH2:8][OH:9])([CH2:6][OH:7])[CH2:4][OH:5].O.[OH-].[K+].[C:13](#[N:16])[CH:14]=[CH2:15]. Product: [C:13]([CH2:14][CH2:15][O:1][CH2:2][C:3]([CH2:8][O:9][CH2:15][CH2:14][C:13]#[N:16])([CH2:6][O:7][CH2:15][CH2:14][C:13]#[N:16])[CH2:4][O:5][CH2:15][CH2:14][C:13]#[N:16])#[N:16]. The catalyst class is: 12. (2) Reactant: [C:1](Cl)(=[O:5])[C:2](Cl)=O.ClCCl.CN(C)C=O.[CH2:15]([O:17][C:18]([C:20]1[CH:21]=[N:22][N:23]([C:25]2[CH:26]=[C:27]3[C:31](=[CH:32][CH:33]=2)[NH:30][CH:29]=C3)[CH:24]=1)=[O:19])[CH3:16]. Product: [CH2:15]([O:17][C:18]([C:20]1[CH:21]=[N:22][N:23]([C:25]2[CH:33]=[C:32]3[C:31](=[CH:27][CH:26]=2)[NH:30][CH:29]=[C:2]3[CH:1]=[O:5])[CH:24]=1)=[O:19])[CH3:16]. The catalyst class is: 13.